From a dataset of Tyrosyl-DNA phosphodiesterase HTS with 341,365 compounds. Binary Classification. Given a drug SMILES string, predict its activity (active/inactive) in a high-throughput screening assay against a specified biological target. The compound is Clc1cc(N2C(N3N(CCC3)C2=O)c2cccnc2)ccc1. The result is 0 (inactive).